This data is from Full USPTO retrosynthesis dataset with 1.9M reactions from patents (1976-2016). The task is: Predict the reactants needed to synthesize the given product. (1) The reactants are: [C:1]([C:4]1[N:9]=[C:8]([C:10]2[CH:15]=[CH:14][C:13]([C@H:16]3[CH2:21][CH2:20][C@H:19]([CH2:22][C:23]([OH:25])=[O:24])[CH2:18][CH2:17]3)=[CH:12][CH:11]=2)[C:7]([CH3:26])=[N:6][CH:5]=1)(=O)[NH2:2].COC1C=CC(P2(SP(C3C=CC(OC)=CC=3)(=S)S2)=[S:36])=CC=1.CC1C(C(N)=O)=N[C:53]([C:57]2[CH:62]=[CH:62][C:57]([C@H:53]3CC[C@H](CC(NS(C)(=O)=O)=O)CC3)=[CH:58][CH:58]=2)=C(C)N=1. Given the product [NH2:2][C:1]([C:4]1[N:9]=[C:8]([C:10]2[CH:11]=[CH:12][C:13]([C@H:16]3[CH2:17][CH2:18][C@H:19]([CH2:22][C:23]([O:25][C:57]([CH3:62])([CH3:58])[CH3:53])=[O:24])[CH2:20][CH2:21]3)=[CH:14][CH:15]=2)[C:7]([CH3:26])=[N:6][CH:5]=1)=[S:36], predict the reactants needed to synthesize it. (2) Given the product [Cl:15][C:11]1[CH:10]=[C:9]([C:7]2[N:6]=[C:5]3[CH2:16][CH2:17][CH2:18][C:4]3=[C:3]([NH:19][C:20]3[CH:21]=[CH:22][C:23]([CH2:26][CH2:27][CH2:28][C:29]([NH2:31])=[O:30])=[CH:24][CH:25]=3)[CH:8]=2)[CH:14]=[CH:13][CH:12]=1, predict the reactants needed to synthesize it. The reactants are: Cl.Cl[C:3]1[CH:8]=[C:7]([C:9]2[CH:14]=[CH:13][CH:12]=[C:11]([Cl:15])[CH:10]=2)[N:6]=[C:5]2[CH2:16][CH2:17][CH2:18][C:4]=12.[NH2:19][C:20]1[CH:25]=[CH:24][C:23]([CH2:26][CH2:27][CH2:28][C:29]([NH2:31])=[O:30])=[CH:22][CH:21]=1.[OH-].[Na+]. (3) Given the product [CH3:19][O:20][C:21]1[C:26]2[C:27](=[O:52])[N:28]3[CH2:43][C@H:42]([OH:44])[CH2:41][C@H:29]3[C:30](=[O:40])[N:31]([CH2:32][O:33][CH2:34][CH2:35][Si:36]([CH3:39])([CH3:37])[CH3:38])[C:25]=2[CH:24]=[CH:23][C:22]=1[O:53][CH3:54], predict the reactants needed to synthesize it. The reactants are: CCCC[N+](CCCC)(CCCC)CCCC.[F-].[CH3:19][O:20][C:21]1[C:26]2[C:27](=[O:52])[N:28]3[CH2:43][C@H:42]([O:44][Si](C(C)(C)C)(C)C)[CH2:41][C@H:29]3[C:30](=[O:40])[N:31]([CH2:32][O:33][CH2:34][CH2:35][Si:36]([CH3:39])([CH3:38])[CH3:37])[C:25]=2[CH:24]=[CH:23][C:22]=1[O:53][CH3:54]. (4) Given the product [CH:40]1[C:41]2[CH:29]([CH2:28][O:27][C:25]([N:13]3[CH2:12][C:11]4([CH2:10][CH2:9][N:8]([CH2:1][C:2]5[CH:3]=[CH:4][CH:5]=[CH:6][CH:7]=5)[CH2:18][CH2:17]4)[O:16][CH2:15][CH2:14]3)=[O:26])[C:30]3[C:35](=[CH:34][CH:33]=[CH:32][CH:31]=3)[C:36]=2[CH:37]=[CH:38][CH:39]=1, predict the reactants needed to synthesize it. The reactants are: [CH2:1]([N:8]1[CH2:18][CH2:17][C:11]2([O:16][CH2:15][CH2:14][NH:13][CH2:12]2)[CH2:10][CH2:9]1)[C:2]1[CH:7]=[CH:6][CH:5]=[CH:4][CH:3]=1.C(=O)(O)[O-].[Na+].Cl[C:25]([O:27][CH2:28][CH:29]1[C:41]2[CH:40]=[CH:39][CH:38]=[CH:37][C:36]=2[C:35]2[C:30]1=[CH:31][CH:32]=[CH:33][CH:34]=2)=[O:26].Cl. (5) The reactants are: C([O-])([O-])=O.[K+].[K+].[Cl:7][C:8]1[CH:13]=[C:12]([Cl:14])[CH:11]=[CH:10][C:9]=1/[CH:15]=[CH:16]/[C:17]([C:19]1[CH:24]=[CH:23][C:22]([OH:25])=[CH:21][CH:20]=1)=[O:18].[F:26][C:27]1[CH:32]=[C:31]([F:33])[CH:30]=[CH:29][C:28]=1[C:34]1([CH2:37][N:38]2[CH:42]=[N:41][CH:40]=[N:39]2)[CH2:36][O:35]1. Given the product [Cl:7][C:8]1[CH:13]=[C:12]([Cl:14])[CH:11]=[CH:10][C:9]=1/[CH:15]=[CH:16]/[C:17]([C:19]1[CH:20]=[CH:21][C:22]([O:25][CH2:36][C:34]([C:28]2[CH:29]=[CH:30][C:31]([F:33])=[CH:32][C:27]=2[F:26])([OH:35])[CH2:37][N:38]2[CH:42]=[N:41][CH:40]=[N:39]2)=[CH:23][CH:24]=1)=[O:18], predict the reactants needed to synthesize it. (6) Given the product [CH:32]([O-:35])=[O:34].[CH3:24][N:25]1[CH:29]=[C:28]([CH2:30][N@H+:21]2[CH2:20][CH2:19][C@@H:18]([C:16]3[S:15][CH:14]=[C:13]([C:11]([N:1]4[CH:10]5[CH:5]([CH2:6][CH2:7][CH2:8][CH2:9]5)[CH2:4][CH2:3][CH2:2]4)=[O:12])[CH:17]=3)[CH2:23][CH2:22]2)[CH:27]=[N:26]1, predict the reactants needed to synthesize it. The reactants are: [N:1]1([C:11]([C:13]2[CH:17]=[C:16]([CH:18]3[CH2:23][CH2:22][NH:21][CH2:20][CH2:19]3)[S:15][CH:14]=2)=[O:12])[C@@H:10]2[C@@H:5]([CH2:6][CH2:7][CH2:8][CH2:9]2)[CH2:4][CH2:3][CH2:2]1.[CH3:24][N:25]1[CH:29]=[C:28]([CH:30]=O)[CH:27]=[N:26]1.[C:32]([O:35][BH-](OC(=O)C)OC(=O)C)(=[O:34])C.[Na+].C(Cl)Cl.